This data is from Forward reaction prediction with 1.9M reactions from USPTO patents (1976-2016). The task is: Predict the product of the given reaction. (1) Given the reactants Cl[C:2]1[CH:3]=[C:4]([NH:11][C:12]2[CH:17]=[CH:16][C:15]([CH2:18][CH3:19])=[CH:14][N:13]=2)[C:5]2[N:6]([CH:8]=[CH:9][N:10]=2)[N:7]=1.CC1(C)C(C)(C)OB([C:28]2[CH:33]=[CH:32][CH:31]=[CH:30][CH:29]=2)O1.CC(C1C=C(C(C)C)C(C2C=CC=CC=2P(C2CCCCC2)C2CCCCC2)=C(C(C)C)C=1)C.C([O-])([O-])=O.[K+].[K+], predict the reaction product. The product is: [CH2:18]([C:15]1[CH:16]=[CH:17][C:12]([NH:11][C:4]2[C:5]3[N:6]([CH:8]=[CH:9][N:10]=3)[N:7]=[C:2]([C:28]3[CH:33]=[CH:32][CH:31]=[CH:30][CH:29]=3)[CH:3]=2)=[N:13][CH:14]=1)[CH3:19]. (2) Given the reactants S(Cl)([Cl:3])=O.[F:5][C:6]1[CH:7]=[CH:8][CH:9]=[C:10]2[C:15]=1[N:14]=[C:13]([CH3:16])[CH:12]=[C:11]2[CH2:17]O, predict the reaction product. The product is: [ClH:3].[Cl:3][CH2:17][C:11]1[C:10]2[C:15](=[C:6]([F:5])[CH:7]=[CH:8][CH:9]=2)[N:14]=[C:13]([CH3:16])[CH:12]=1. (3) Given the reactants Cl[C:2]1[CH:23]=[CH:22][C:5]([C:6]([NH:8][C:9]2[CH:14]=[CH:13][C:12]([Cl:15])=[C:11]([C:16]3[CH:21]=[CH:20][CH:19]=[CH:18][N:17]=3)[CH:10]=2)=[O:7])=[C:4]([CH3:24])[N:3]=1.[NH2:25][CH2:26][CH2:27][N:28]1[CH2:32][CH2:31][CH2:30][CH2:29]1, predict the reaction product. The product is: [Cl:15][C:12]1[CH:13]=[CH:14][C:9]([NH:8][C:6](=[O:7])[C:5]2[CH:22]=[CH:23][C:2]([NH:25][CH2:26][CH2:27][N:28]3[CH2:32][CH2:31][CH2:30][CH2:29]3)=[N:3][C:4]=2[CH3:24])=[CH:10][C:11]=1[C:16]1[CH:21]=[CH:20][CH:19]=[CH:18][N:17]=1. (4) The product is: [CH3:1][O:2][C:3]1[CH:20]=[CH:19][C:18]2[C@@H:17]3[C@H:8]([C@H:9]4[C@:13]([CH2:15][CH2:16]3)([CH3:14])[CH:12]=[CH:11][CH2:10]4)[CH2:7][CH2:6][C:5]=2[CH:4]=1. Given the reactants [CH3:1][O:2][C:3]1[CH:20]=[CH:19][C:18]2[C@@H:17]3[C@H:8]([C@H:9]4[C@:13]([CH2:15][CH2:16]3)([CH3:14])[C:12](=NNS(C3C=CC(C)=CC=3)(=O)=O)[CH2:11][CH2:10]4)[CH2:7][CH2:6][C:5]=2[CH:4]=1.C([Li])CCC.[Cl-].[NH4+], predict the reaction product.